From a dataset of Forward reaction prediction with 1.9M reactions from USPTO patents (1976-2016). Predict the product of the given reaction. (1) Given the reactants [F:1][C:2]1[CH:7]=[CH:6][CH:5]=[C:4]([F:8])[C:3]=1[C:9]1[C:10]([C:15]#[N:16])=[CH:11][CH:12]=[CH:13][CH:14]=1.[B:17](OC)([O:20]C)[O:18]C, predict the reaction product. The product is: [C:15]([C:10]1[CH:11]=[CH:12][CH:13]=[CH:14][C:9]=1[C:3]1[C:2]([F:1])=[CH:7][CH:6]=[C:5]([B:17]([OH:20])[OH:18])[C:4]=1[F:8])#[N:16]. (2) Given the reactants [CH3:1][O:2][C:3]1[CH:27]=[CH:26][C:6]([C:7]([N:9]([CH2:16][CH2:17][C:18]2[CH:23]=[CH:22][CH:21]=[C:20]([O:24][CH3:25])[CH:19]=2)[C:10]2[CH:15]=[CH:14][CH:13]=[CH:12][CH:11]=2)=O)=[CH:5][CH:4]=1.[BH4-].[Na+], predict the reaction product. The product is: [CH3:25][O:24][C:20]1[CH:19]=[C:18]2[C:23](=[CH:22][CH:21]=1)[CH:7]([C:6]1[CH:26]=[CH:27][C:3]([O:2][CH3:1])=[CH:4][CH:5]=1)[N:9]([C:10]1[CH:15]=[CH:14][CH:13]=[CH:12][CH:11]=1)[CH2:16][CH2:17]2.